From a dataset of Full USPTO retrosynthesis dataset with 1.9M reactions from patents (1976-2016). Predict the reactants needed to synthesize the given product. (1) Given the product [Cl:18][C:13]1[N:12]=[C:11]([NH:10][C:4]2[CH:5]=[CH:6][C:7]([O:8][CH3:9])=[C:2]([Cl:1])[CH:3]=2)[N:16]=[C:15]([NH:26][CH2:25][CH:19]2[CH2:24][CH2:23][CH2:22][CH2:21][CH2:20]2)[N:14]=1, predict the reactants needed to synthesize it. The reactants are: [Cl:1][C:2]1[CH:3]=[C:4]([NH:10][C:11]2[N:16]=[C:15](Cl)[N:14]=[C:13]([Cl:18])[N:12]=2)[CH:5]=[CH:6][C:7]=1[O:8][CH3:9].[CH:19]1([CH2:25][NH2:26])[CH2:24][CH2:23][CH2:22][CH2:21][CH2:20]1.[OH-].[Na+].Cl. (2) Given the product [CH:1]1[C:10]2[C:5](=[CH:6][CH:7]=[CH:8][CH:9]=2)[CH:4]=[CH:3][C:2]=1[C:11]1[N:16]=[C:15]2[N:17]([CH:20]3[CH2:25][CH2:24][NH:23][CH2:22][CH2:21]3)[CH:18]=[N:19][C:14]2=[CH:13][CH:12]=1, predict the reactants needed to synthesize it. The reactants are: [CH:1]1[C:10]2[C:5](=[CH:6][CH:7]=[CH:8][CH:9]=2)[CH:4]=[CH:3][C:2]=1[C:11]1[N:16]=[C:15]2[N:17]([CH:20]3[CH2:25][CH2:24][N:23](C(OC(C)(C)C)=O)[CH2:22][CH2:21]3)[CH:18]=[N:19][C:14]2=[CH:13][CH:12]=1.FC(F)(F)C(O)=O. (3) Given the product [NH4+:7].[OH-:16].[CH3:24][N:25]([CH3:31])[CH:26]1[CH2:30][CH2:29][N:28]([C:2]2[N:7]3[CH:8]=[C:9]([CH2:11][N:12]([CH3:23])[C@@H:13]4[C:18]5=[N:19][CH:20]=[CH:21][CH:22]=[C:17]5[O:16][CH2:15][CH2:14]4)[N:10]=[C:6]3[CH:5]=[CH:4][CH:3]=2)[CH2:27]1, predict the reactants needed to synthesize it. The reactants are: F[C:2]1[N:7]2[CH:8]=[C:9]([CH2:11][N:12]([CH3:23])[C@@H:13]3[C:18]4=[N:19][CH:20]=[CH:21][CH:22]=[C:17]4[O:16][CH2:15][CH2:14]3)[N:10]=[C:6]2[CH:5]=[CH:4][CH:3]=1.[CH3:24][N:25]([CH3:31])[CH:26]1[CH2:30][CH2:29][NH:28][CH2:27]1.